Dataset: NCI-60 drug combinations with 297,098 pairs across 59 cell lines. Task: Regression. Given two drug SMILES strings and cell line genomic features, predict the synergy score measuring deviation from expected non-interaction effect. (1) Drug 1: COC1=C(C=C2C(=C1)N=CN=C2NC3=CC(=C(C=C3)F)Cl)OCCCN4CCOCC4. Drug 2: C1C(C(OC1N2C=NC3=C2NC=NCC3O)CO)O. Cell line: BT-549. Synergy scores: CSS=30.0, Synergy_ZIP=-5.42, Synergy_Bliss=5.20, Synergy_Loewe=-6.66, Synergy_HSA=7.26. (2) Drug 1: C1=CC=C(C=C1)NC(=O)CCCCCCC(=O)NO. Drug 2: CCC1(CC2CC(C3=C(CCN(C2)C1)C4=CC=CC=C4N3)(C5=C(C=C6C(=C5)C78CCN9C7C(C=CC9)(C(C(C8N6C)(C(=O)OC)O)OC(=O)C)CC)OC)C(=O)OC)O.OS(=O)(=O)O. Cell line: SN12C. Synergy scores: CSS=-2.21, Synergy_ZIP=-1.64, Synergy_Bliss=-3.34, Synergy_Loewe=-2.36, Synergy_HSA=-2.40.